This data is from Forward reaction prediction with 1.9M reactions from USPTO patents (1976-2016). The task is: Predict the product of the given reaction. (1) Given the reactants [O:1]=[C:2]1[C:7]([CH2:8][C:9]2[CH:14]=[CH:13][C:12]([C:15]3[C:16]([C:21]#[N:22])=[CH:17][CH:18]=[CH:19][CH:20]=3)=[CH:11][CH:10]=2)=[C:6]([CH2:23][CH2:24][CH3:25])[N:5]2[N:26]=[CH:27][N:28]=[C:4]2[N:3]1[CH:29]1[CH2:34][CH2:33][CH:32]([O:35][CH2:36][C:37](=[O:39])[CH3:38])[CH2:31][CH2:30]1.[CH3:40][Mg]Br.[Cl-].[NH4+], predict the reaction product. The product is: [OH:39][C:37]([CH3:40])([CH3:38])[CH2:36][O:35][CH:32]1[CH2:31][CH2:30][CH:29]([N:3]2[C:2](=[O:1])[C:7]([CH2:8][C:9]3[CH:14]=[CH:13][C:12]([C:15]4[C:16]([C:21]#[N:22])=[CH:17][CH:18]=[CH:19][CH:20]=4)=[CH:11][CH:10]=3)=[C:6]([CH2:23][CH2:24][CH3:25])[N:5]3[N:26]=[CH:27][N:28]=[C:4]23)[CH2:34][CH2:33]1. (2) The product is: [C:13]([NH:17][C:18]([C:20]1[C:25]([CH2:26][C:28](=[O:30])[CH3:29])=[C:24]([Cl:27])[CH:23]=[CH:22][N:21]=1)=[O:19])([CH3:16])([CH3:15])[CH3:14]. Given the reactants C([Li])CCC.C(NC(C)C)(C)C.[C:13]([NH:17][C:18]([C:20]1[C:25]([CH3:26])=[C:24]([Cl:27])[CH:23]=[CH:22][N:21]=1)=[O:19])([CH3:16])([CH3:15])[CH3:14].[C:28](OC)(=[O:30])[CH3:29].[NH4+].[Cl-], predict the reaction product. (3) Given the reactants [Cl:1][CH2:2][CH2:3][CH2:4][O:5][C:6]1[C:7]([N+:26]([O-])=O)=[C:8]([CH2:12][S:13]([C:16]2[C:25]3[C:20](=[CH:21][CH:22]=[CH:23][CH:24]=3)[CH:19]=[CH:18][CH:17]=2)(=[O:15])=[O:14])[CH:9]=[CH:10][CH:11]=1.C(O)=O, predict the reaction product. The product is: [Cl:1][CH2:2][CH2:3][CH2:4][O:5][C:6]1[CH:11]=[CH:10][CH:9]=[C:8]([CH2:12][S:13]([C:16]2[C:25]3[C:20](=[CH:21][CH:22]=[CH:23][CH:24]=3)[CH:19]=[CH:18][CH:17]=2)(=[O:15])=[O:14])[C:7]=1[NH2:26]. (4) The product is: [CH3:10][C:2]([NH:11][C:12](=[O:41])[CH2:13][N:14]1[C:18]([CH2:19][C:20]2[CH:25]=[CH:24][C:23]([F:26])=[CH:22][CH:21]=2)=[CH:17][C:16]([C:27]2[N:28]=[N:29][NH:30][CH:31]=2)=[N:15]1)([CH3:1])[CH2:3][N:4]1[CH2:5][CH2:6][O:7][CH2:8][CH2:9]1. Given the reactants [CH3:1][C:2]([NH:11][C:12](=[O:41])[CH2:13][N:14]1[C:18]([CH2:19][C:20]2[CH:25]=[CH:24][C:23]([F:26])=[CH:22][CH:21]=2)=[CH:17][C:16]([C:27]2[N:28]=[N:29][N:30](CC3C=CC(OC)=CC=3)[CH:31]=2)=[N:15]1)([CH3:10])[CH2:3][N:4]1[CH2:9][CH2:8][O:7][CH2:6][CH2:5]1, predict the reaction product.